Task: Predict the reactants needed to synthesize the given product.. Dataset: Full USPTO retrosynthesis dataset with 1.9M reactions from patents (1976-2016) (1) Given the product [Br:1][C:19]1[C:20](=[O:21])[N:15]([CH2:14][C:13]2[CH:12]=[CH:11][C:10]([Cl:9])=[CH:25][CH:24]=2)[C:16]([S:22][CH3:23])=[N:17][CH:18]=1, predict the reactants needed to synthesize it. The reactants are: [Br:1]N1C(=O)CCC1=O.[Cl:9][C:10]1[CH:25]=[CH:24][C:13]([CH2:14][N:15]2[C:20](=[O:21])[CH:19]=[CH:18][N:17]=[C:16]2[S:22][CH3:23])=[CH:12][CH:11]=1. (2) Given the product [OH2:28].[OH2:7].[N:9]1[C:18]2[C:13](=[C:14]([N:19]3[C:23]([CH:24]4[CH2:25][CH2:26]4)=[C:22]([C:27]([NH:4][C:3]([NH2:5])=[NH:2])=[O:29])[CH:21]=[N:20]3)[CH:15]=[CH:16][CH:17]=2)[CH:12]=[CH:11][CH:10]=1, predict the reactants needed to synthesize it. The reactants are: Cl.[NH2:2][C:3]([NH2:5])=[NH:4].C[O-:7].[Na+].[N:9]1[C:18]2[C:13](=[C:14]([N:19]3[C:23]([CH:24]4[CH2:26][CH2:25]4)=[C:22]([C:27]([O:29]CC)=[O:28])[CH:21]=[N:20]3)[CH:15]=[CH:16][CH:17]=2)[CH:12]=[CH:11][CH:10]=1. (3) Given the product [C:1]([N:8]1[CH2:16][C:15]2[C:10](=[CH:11][CH:12]=[C:13]([NH2:17])[CH:14]=2)[CH2:9]1)([O:3][C:4]([CH3:7])([CH3:6])[CH3:5])=[O:2], predict the reactants needed to synthesize it. The reactants are: [C:1]([N:8]1[CH2:16][C:15]2[C:10](=[CH:11][CH:12]=[C:13]([N+:17]([O-])=O)[CH:14]=2)[CH2:9]1)([O:3][C:4]([CH3:7])([CH3:6])[CH3:5])=[O:2].ClCCl. (4) Given the product [C:1]([OH:3])(=[O:2])[CH2:4][OH:6].[C:1]([OH:3])(=[O:2])[CH:9]([CH3:8])[OH:10].[C:9]([OH:2])(=[O:10])[CH2:11][CH2:5][C:4]([OH:7])=[O:6], predict the reactants needed to synthesize it. The reactants are: [CH:1]([OH:3])=[O:2].[C:4]([OH:7])(=[O:6])[CH3:5].[CH3:8][C:9]([CH3:11])=[O:10]. (5) Given the product [F:10][C:8]1([F:11])[O:9][C:5]2[CH:4]=[CH:3][C:2]([C:23]3[CH:29]=[CH:28][C:26]([NH2:27])=[CH:25][CH:24]=3)=[CH:31][C:6]=2[O:14][C:7]1([F:13])[F:12], predict the reactants needed to synthesize it. The reactants are: Br[C:2]1[O:14][CH:6]2[C:7]([F:13])([F:12])[C:8]([F:11])([F:10])[O:9][C:5]2=[CH:4][CH:3]=1.CC1(C)C(C)(C)OB([C:23]2[CH:29]=[CH:28][C:26]([NH2:27])=[CH:25][CH:24]=2)O1.[C:31](=O)([O-])[O-].[Cs+].[Cs+]. (6) Given the product [O:1]1[CH2:6][CH2:5][N:4]([C:7]2[CH:12]=[CH:11][CH:10]=[CH:9][C:8]=2[NH:13][C:14]2[N:23]=[CH:22][C:21]3[C:16](=[CH:17][CH:18]=[C:19]([O:24][C:25]4[CH:30]=[CH:29][N:28]=[C:27]([C:31]([NH2:41])=[O:33])[CH:26]=4)[CH:20]=3)[N:15]=2)[CH2:3][CH2:2]1, predict the reactants needed to synthesize it. The reactants are: [O:1]1[CH2:6][CH2:5][N:4]([C:7]2[CH:12]=[CH:11][CH:10]=[CH:9][C:8]=2[NH:13][C:14]2[N:23]=[CH:22][C:21]3[C:16](=[CH:17][CH:18]=[C:19]([O:24][C:25]4[CH:30]=[CH:29][N:28]=[C:27]([C:31]([OH:33])=O)[CH:26]=4)[CH:20]=3)[N:15]=2)[CH2:3][CH2:2]1.F[P-](F)(F)(F)(F)F.[N:41]1(O[P+](N(C)C)(N(C)C)N(C)C)C2C=CC=CC=2N=N1.[OH-].[NH4+]. (7) Given the product [Br:1][C:2]1[CH:3]=[C:4]([N:10]([CH2:21][CH3:22])[C:11](=[O:17])[O:12][C:13]([CH3:14])([CH3:16])[CH3:15])[C:5](=[O:9])[N:6]([CH3:8])[CH:7]=1, predict the reactants needed to synthesize it. The reactants are: [Br:1][C:2]1[CH:3]=[C:4]([NH:10][C:11](=[O:17])[O:12][C:13]([CH3:16])([CH3:15])[CH3:14])[C:5](=[O:9])[N:6]([CH3:8])[CH:7]=1.[H-].[Na+].I[CH2:21][CH3:22].